From a dataset of Full USPTO retrosynthesis dataset with 1.9M reactions from patents (1976-2016). Predict the reactants needed to synthesize the given product. (1) The reactants are: F[C:2]1[CH:10]=[C:9]2[C:5]([C:6]([C:20]3[CH:21]=[N:22][N:23]([C:25]([O:27][C:28]([CH3:31])([CH3:30])[CH3:29])=[O:26])[CH:24]=3)=[CH:7][N:8]2[S:11]([C:14]2[CH:19]=[CH:18][CH:17]=[CH:16][CH:15]=2)(=[O:13])=[O:12])=[CH:4][CH:3]=1.IC1C2C(=CC([C:42]([F:45])([F:44])[F:43])=CC=2)N(S(C2C=CC=CC=2)(=O)=O)C=1. Given the product [C:14]1([S:11]([N:8]2[C:9]3[C:5](=[CH:4][CH:3]=[C:2]([C:42]([F:45])([F:44])[F:43])[CH:10]=3)[C:6]([C:20]3[CH:21]=[N:22][N:23]([C:25]([O:27][C:28]([CH3:31])([CH3:30])[CH3:29])=[O:26])[CH:24]=3)=[CH:7]2)(=[O:12])=[O:13])[CH:15]=[CH:16][CH:17]=[CH:18][CH:19]=1, predict the reactants needed to synthesize it. (2) Given the product [Cl:1][C:2]1[C:3]([C:9]#[N:10])=[N:4][CH:5]=[C:6](/[CH:11]=[CH:12]/[CH3:16])[CH:7]=1, predict the reactants needed to synthesize it. The reactants are: [Cl:1][C:2]1[C:3]([C:9]#[N:10])=[N:4][CH:5]=[C:6](Cl)[CH:7]=1.[CH3:11][C:12]1(C)[C:16](C)(C)OB(/C=C/C)O1.C(=O)([O-])[O-].[Na+].[Na+]. (3) Given the product [C:1]1([C:7]23[O:14][CH:8]2[CH2:9][CH2:10][CH2:11][CH2:12]3)[CH:6]=[CH:5][CH:4]=[CH:3][CH:2]=1, predict the reactants needed to synthesize it. The reactants are: [C:1]1([C:7]2[CH2:12][CH2:11][CH2:10][CH2:9][CH:8]=2)[CH:6]=[CH:5][CH:4]=[CH:3][CH:2]=1.C([O-])(O)=[O:14].[Na+].N1C=CC=CC=1.OOS([O-])=O.[K+]. (4) Given the product [CH3:17][O:16][C:14]([C:6]1[NH:7][C:8]2=[CH:9][N:10]=[CH:11][CH:12]=[C:13]2[C:5]=1[CH2:4][CH:21]([N+:18]([O-:20])=[O:19])[C:22]([O:24][CH2:25][CH3:26])=[O:23])=[O:15], predict the reactants needed to synthesize it. The reactants are: CN([CH2:4][C:5]1[C:13]2[C:8](=[CH:9][N:10]=[CH:11][CH:12]=2)[NH:7][C:6]=1[C:14]([O:16][CH3:17])=[O:15])C.[N+:18]([CH2:21][C:22]([O:24][CH2:25][CH3:26])=[O:23])([O-:20])=[O:19]. (5) Given the product [Cl:23][C:24]1[CH:29]=[CH:28][CH:27]=[CH:26][C:25]=1[C:30]1[C:34]([C:35]([O:8]/[N:9]=[C:10](\[NH2:22])/[C:11]2[CH:12]=[CH:13][C:14]([C:17]3[N:18]=[N:19][S:20][CH:21]=3)=[CH:15][CH:16]=2)=[O:36])=[C:33]([CH3:38])[O:32][N:31]=1, predict the reactants needed to synthesize it. The reactants are: C(N(CC)CC)C.[OH:8]/[N:9]=[C:10](\[NH2:22])/[C:11]1[CH:16]=[CH:15][C:14]([C:17]2[N:18]=[N:19][S:20][CH:21]=2)=[CH:13][CH:12]=1.[Cl:23][C:24]1[CH:29]=[CH:28][CH:27]=[CH:26][C:25]=1[C:30]1[C:34]([C:35](Cl)=[O:36])=[C:33]([CH3:38])[O:32][N:31]=1.